Dataset: Forward reaction prediction with 1.9M reactions from USPTO patents (1976-2016). Task: Predict the product of the given reaction. (1) Given the reactants [C:1]1([CH:7]([C:12]2[C:16]3=[N:17][CH:18]=[CH:19][CH:20]=[C:15]3[NH:14][CH:13]=2)[CH2:8][C:9]([OH:11])=O)[CH:6]=[CH:5][CH:4]=[CH:3][CH:2]=1.CN.F[P-](F)(F)(F)(F)F.[N:30]1(O[P+](N(C)C)(N(C)C)N(C)C)[C:34]2C=CC=CC=2N=N1.C([O-])(O)=O.[Na+], predict the reaction product. The product is: [CH3:34][NH:30][C:9](=[O:11])[CH2:8][CH:7]([C:1]1[CH:2]=[CH:3][CH:4]=[CH:5][CH:6]=1)[C:12]1[C:16]2=[N:17][CH:18]=[CH:19][CH:20]=[C:15]2[NH:14][CH:13]=1. (2) Given the reactants O[CH2:2][C:3]1[CH:4]=[C:5]([C:21]([NH:23][CH2:24][C:25]2[CH:30]=[CH:29][C:28]([S:31]([CH:34]([CH3:36])[CH3:35])(=[O:33])=[O:32])=[CH:27][CH:26]=2)=[O:22])[C:6](=[O:20])[N:7]([C:10]2[CH:15]=[CH:14][CH:13]=[C:12]([C:16]([F:19])([F:18])[F:17])[CH:11]=2)[C:8]=1[CH3:9].S(Cl)([Cl:39])=O, predict the reaction product. The product is: [Cl:39][CH2:2][C:3]1[CH:4]=[C:5]([C:21]([NH:23][CH2:24][C:25]2[CH:30]=[CH:29][C:28]([S:31]([CH:34]([CH3:36])[CH3:35])(=[O:33])=[O:32])=[CH:27][CH:26]=2)=[O:22])[C:6](=[O:20])[N:7]([C:10]2[CH:15]=[CH:14][CH:13]=[C:12]([C:16]([F:19])([F:18])[F:17])[CH:11]=2)[C:8]=1[CH3:9].